Predict the reaction yield, written as a fraction of the theoretical maximum amount of product (1.0 means a 100% yield; for example, 0.34 means a 34% yield). From a dataset of Reaction yield outcomes from USPTO patents with 853,638 reactions. (1) The reactants are [CH3:1][C:2]1([CH3:29])[CH2:7][CH:6]([NH:8][C:9]2[N:14]=[N:13][C:12]([C:15]3[CH:20]=[CH:19][C:18]([OH:21])=[CH:17][C:16]=3[O:22][C:23]([F:26])([F:25])[F:24])=[CH:11][CH:10]=2)[CH2:5][C:4]([CH3:28])([CH3:27])[NH:3]1.CCN(CC)CC.C1C=CC(N([S:44]([C:47]([F:50])([F:49])[F:48])(=[O:46])=[O:45])[S:44]([C:47]([F:50])([F:49])[F:48])(=[O:46])=[O:45])=CC=1.CN(C=O)C. The catalyst is C(Cl)Cl. The product is [F:48][C:47]([F:50])([F:49])[S:44]([O:21][C:18]1[CH:19]=[CH:20][C:15]([C:12]2[N:13]=[N:14][C:9]([NH:8][CH:6]3[CH2:5][C:4]([CH3:28])([CH3:27])[NH:3][C:2]([CH3:29])([CH3:1])[CH2:7]3)=[CH:10][CH:11]=2)=[C:16]([O:22][C:23]([F:26])([F:24])[F:25])[CH:17]=1)(=[O:46])=[O:45]. The yield is 0.690. (2) The product is [F:1][C:2]1[CH:9]=[C:8]([Br:10])[CH:7]=[CH:6][C:3]=1[CH:4]1[O:13][CH2:12][CH2:11][O:5]1. The reactants are [F:1][C:2]1[CH:9]=[C:8]([Br:10])[CH:7]=[CH:6][C:3]=1[CH:4]=[O:5].[CH2:11](O)[CH2:12][OH:13].C1(C)C=CC(S(O)(=O)=O)=CC=1. The yield is 0.970. The catalyst is C1(C)C=CC=CC=1. (3) The reactants are Br[C:2]1[CH:7]=[CH:6][CH:5]=[CH:4][C:3]=1[CH2:8][C:9]#[N:10].[Cl:11][C:12]1[CH:17]=[CH:16][C:15](B(O)O)=[CH:14][CH:13]=1.C([O-])([O-])=O.[Na+].[Na+]. The catalyst is C1C=CC([P]([Pd]([P](C2C=CC=CC=2)(C2C=CC=CC=2)C2C=CC=CC=2)([P](C2C=CC=CC=2)(C2C=CC=CC=2)C2C=CC=CC=2)[P](C2C=CC=CC=2)(C2C=CC=CC=2)C2C=CC=CC=2)(C2C=CC=CC=2)C2C=CC=CC=2)=CC=1.C1(C)C=CC=CC=1. The product is [Cl:11][C:12]1[CH:17]=[CH:16][C:15]([C:2]2[CH:7]=[CH:6][CH:5]=[CH:4][C:3]=2[CH2:8][C:9]#[N:10])=[CH:14][CH:13]=1. The yield is 0.940. (4) The reactants are [Cl:1][C:2]1[CH:7]=[CH:6][C:5](B(O)O)=[CH:4][CH:3]=1.Br[C:12]1[CH:19]=[CH:18][C:15]([CH:16]=[O:17])=[CH:14][CH:13]=1. The catalyst is C([O-])(=O)C.[Pd+2].C([O-])(=O)C.C(COC)OC. The product is [Cl:1][C:2]1[CH:7]=[CH:6][C:5]([C:12]2[CH:19]=[CH:18][C:15]([CH:16]=[O:17])=[CH:14][CH:13]=2)=[CH:4][CH:3]=1. The yield is 0.940. (5) The reactants are Cl[CH2:2][C:3]1[C:12]2[C:7](=[CH:8][C:9]([OH:13])=[CH:10][CH:11]=2)[O:6][C:5](=[O:14])[CH:4]=1.S(=O)(=O)(O)[OH:16]. The catalyst is [OH-].[Na+]. The product is [OH:13][C:9]1[CH:10]=[CH:11][C:12]2[C:3]([CH2:4][C:5]([OH:14])=[O:16])=[CH:2][O:6][C:7]=2[CH:8]=1. The yield is 0.830. (6) The reactants are Br[C:2]1[CH:3]=[C:4]2[C:8](=[CH:9][CH:10]=1)[N:7]([CH3:11])[C:6]([C:12]1[CH:17]=[CH:16][CH:15]=[CH:14][CH:13]=1)=[C:5]2[CH3:18].C([O-])([O-])=O.[K+].[K+].[CH3:25][O:26][C:27]1[CH:32]=[CH:31][C:30](B(O)O)=[CH:29][CH:28]=1.ClCCl. The catalyst is O1CCOCC1.C1C=CC(P(C2C=CC=CC=2)[C-]2C=CC=C2)=CC=1.C1C=CC(P(C2C=CC=CC=2)[C-]2C=CC=C2)=CC=1.Cl[Pd]Cl.[Fe+2]. The product is [CH3:25][O:26][C:27]1[CH:32]=[CH:31][C:30]([C:2]2[CH:3]=[C:4]3[C:8](=[CH:9][CH:10]=2)[N:7]([CH3:11])[C:6]([C:12]2[CH:17]=[CH:16][CH:15]=[CH:14][CH:13]=2)=[C:5]3[CH3:18])=[CH:29][CH:28]=1. The yield is 0.380.